Task: Predict the reactants needed to synthesize the given product.. Dataset: Full USPTO retrosynthesis dataset with 1.9M reactions from patents (1976-2016) Given the product [CH3:1][O:2][C:3]([C:5]1[CH:10]=[CH:9][C:8]([CH3:11])=[C:7]([NH:16][C:15]2[CH:17]=[CH:18][C:19]([Cl:21])=[CH:20][C:14]=2[Cl:13])[N:6]=1)=[O:4], predict the reactants needed to synthesize it. The reactants are: [CH3:1][O:2][C:3]([C:5]1[CH:10]=[CH:9][C:8]([CH3:11])=[C:7](Cl)[N:6]=1)=[O:4].[Cl:13][C:14]1[CH:20]=[C:19]([Cl:21])[CH:18]=[CH:17][C:15]=1[NH2:16].